Dataset: Catalyst prediction with 721,799 reactions and 888 catalyst types from USPTO. Task: Predict which catalyst facilitates the given reaction. (1) Reactant: Cl.[OH:2][CH:3]1[O:11][C@H:10]([CH2:12][OH:13])[C@@H:8]([OH:9])[C@H:6]([OH:7])[C@@H:4]1[NH2:5].C[O-].[Na+].[I:17][CH2:18][C:19](O[C:19](=[O:20])[CH2:18][I:17])=[O:20].C([O-])(O)=O.[Na+]. Product: [I:17][CH2:18][C:19]([NH:5][C@H:4]1[C@@H:6]([OH:7])[C@H:8]([OH:9])[C@@H:10]([CH2:12][OH:13])[O:11][CH:3]1[OH:2])=[O:20]. The catalyst class is: 24. (2) Reactant: C[O:2][C:3](=[O:28])[C:4]1[CH:9]=[C:8]([C:10](=[O:26])[C:11]2[CH:16]=[CH:15][C:14]([N:17]([C:19]3[CH:24]=[CH:23][C:22]([Cl:25])=[CH:21][CH:20]=3)[CH3:18])=[CH:13][N:12]=2)[CH:7]=[CH:6][C:5]=1Br.C1C=CC(P(C2C(C3C(P(C4C=CC=CC=4)C4C=CC=CC=4)=CC=C4C=3C=CC=C4)=C3C(C=CC=C3)=CC=2)C2C=CC=CC=2)=CC=1.[O-]P([O-])([O-])=O.[K+].[K+].[K+].[CH3:83][O:84][C:85]1[CH:92]=[CH:91][C:88]([CH2:89][OH:90])=[CH:87][CH:86]=1. Product: [Cl:25][C:22]1[CH:23]=[CH:24][C:19]([N:17]([CH3:18])[C:14]2[CH:15]=[CH:16][C:11]([C:10]([C:8]3[CH:7]=[CH:6][C:5]([O:90][CH2:89][C:88]4[CH:91]=[CH:92][C:85]([O:84][CH3:83])=[CH:86][CH:87]=4)=[C:4]([CH:9]=3)[C:3]([OH:2])=[O:28])=[O:26])=[N:12][CH:13]=2)=[CH:20][CH:21]=1. The catalyst class is: 187. (3) Reactant: [N:1]1[C:8]([NH2:9])=[N:7][C:5]([NH2:6])=[N:4][C:2]=1[NH2:3].[CH2:10]=[O:11]. Product: [CH2:10]([NH:3][C:2]1[N:4]=[C:5]([NH2:6])[N:7]=[C:8]([NH2:9])[N:1]=1)[OH:11]. The catalyst class is: 6. (4) Reactant: [C:1]([O:5][C:6](=[O:32])[N:7]([C:17]1[S:18][CH:19]=[CH:20][C@:21]([C:24]2[CH:29]=[CH:28][CH:27]=[C:26]([F:30])[C:25]=2[F:31])([CH3:23])[N:22]=1)[CH2:8][C:9]1[CH:14]=[CH:13][C:12]([O:15][CH3:16])=[CH:11][CH:10]=1)([CH3:4])([CH3:3])[CH3:2].C[Si](C)(C)[C:35](Br)([F:37])[F:36]. Product: [C:1]([O:5][C:6](=[O:32])[N:7]([C:17]1[S:18][C@@H:19]2[C@H:20]([C@:21]([C:24]3[CH:29]=[CH:28][CH:27]=[C:26]([F:30])[C:25]=3[F:31])([CH3:23])[N:22]=1)[C:35]2([F:37])[F:36])[CH2:8][C:9]1[CH:14]=[CH:13][C:12]([O:15][CH3:16])=[CH:11][CH:10]=1)([CH3:2])([CH3:3])[CH3:4]. The catalyst class is: 596.